From a dataset of Full USPTO retrosynthesis dataset with 1.9M reactions from patents (1976-2016). Predict the reactants needed to synthesize the given product. (1) Given the product [CH2:6]([N:1]1[CH:5]=[C:4]([CH3:16])[N:3]=[C:2]1[CH:14]=[O:15])[CH:7]=[CH2:8], predict the reactants needed to synthesize it. The reactants are: [NH:1]1[CH:5]=[CH:4][N:3]=[CH:2]1.[CH2:6]([Li])[CH2:7][CH2:8]C.CN([CH:14]=[O:15])C.[CH2:16]1COCC1. (2) Given the product [CH3:1][C:2]1[CH:7]=[CH:6][N:5]2[C:8]([C:11]3[CH:12]=[C:13]([C:31]4[CH:32]=[CH:27][CH:28]=[C:29]([C:33]5[N:37]=[C:36]([CH3:38])[O:35][N:34]=5)[CH:30]=4)[CH:14]=[CH:15][CH:16]=3)=[CH:9][N:10]=[C:4]2[N:3]=1, predict the reactants needed to synthesize it. The reactants are: [CH3:1][C:2]1[CH:7]=[CH:6][N:5]2[C:8]([C:11]3[CH:16]=[CH:15][CH:14]=[C:13](B4OC(C)(C)C(C)(C)O4)[CH:12]=3)=[CH:9][N:10]=[C:4]2[N:3]=1.Br[C:27]1[CH:28]=[C:29]([C:33]2[N:37]=[C:36]([CH3:38])[O:35][N:34]=2)[CH:30]=[CH:31][CH:32]=1.P([O-])([O-])([O-])=O.[K+].[K+].[K+]. (3) Given the product [ClH:23].[F:21][C:17]1[CH:16]=[C:15]([CH:20]=[CH:19][CH:18]=1)[C:14]([CH:10]1[CH2:11][CH2:12][CH2:13][NH:8][CH2:9]1)=[O:22], predict the reactants needed to synthesize it. The reactants are: C(OC([N:8]1[CH2:13][CH2:12][CH2:11][CH:10]([C:14](=[O:22])[C:15]2[CH:20]=[CH:19][CH:18]=[C:17]([F:21])[CH:16]=2)[CH2:9]1)=O)(C)(C)C.[ClH:23]. (4) Given the product [Br:1][C:2]1[CH:3]=[N:4][N:5]([CH2:14][O:15][CH2:16][CH2:17][Si:18]([CH3:21])([CH3:20])[CH3:19])[C:6]=1[C:7]([O:9][CH3:10])=[O:8], predict the reactants needed to synthesize it. The reactants are: [Br:1][C:2]1[CH:3]=[N:4][NH:5][C:6]=1[C:7]([O:9][CH3:10])=[O:8].[H-].[Na+].Cl[CH2:14][O:15][CH2:16][CH2:17][Si:18]([CH3:21])([CH3:20])[CH3:19]. (5) The reactants are: [NH2:1][C@@:2]1([C:22]#[N:23])[C@H:7]([O:8][CH2:9][C:10]2[CH:15]=[CH:14][C:13]([Cl:16])=[C:12]([Cl:17])[CH:11]=2)[CH2:6][C@@H:5]2[C@H:3]1[C@@:4]2([F:21])[C:18]([NH2:20])=[O:19].N[C@]1(C#N)[C@H](OCC2C=CC(Cl)=C(Cl)C=2)C[C@@H]2[C@H]1[C@@]2(F)C(N)=O.[C:47]([OH:52])(=[O:51])[C:48]([OH:50])=[O:49]. Given the product [C:47]([OH:52])(=[O:51])[C:48]([OH:50])=[O:49].[NH2:1][C@@:2]1([C:22]#[N:23])[C@H:7]([O:8][CH2:9][C:10]2[CH:15]=[CH:14][C:13]([Cl:16])=[C:12]([Cl:17])[CH:11]=2)[CH2:6][C@@H:5]2[C@H:3]1[C@@:4]2([F:21])[C:18]([NH2:20])=[O:19], predict the reactants needed to synthesize it. (6) Given the product [ClH:19].[NH2:11][C:8]([CH3:10])([CH3:9])[CH2:7][S:4]([CH2:3][CH2:2][OH:1])(=[O:6])=[O:5], predict the reactants needed to synthesize it. The reactants are: [OH:1][CH2:2][CH2:3][S:4]([CH2:7][C:8]([NH:11]C(=O)OC(C)(C)C)([CH3:10])[CH3:9])(=[O:6])=[O:5].[ClH:19]. (7) Given the product [Cl:33][C:30]1[S:29][C:28]([C:26]2[O:25][N:24]=[C:23]([CH2:22][N:6]3[C:7]([C:10](=[O:21])[NH:11][CH:12]4[CH2:13][CH2:14][N:15]([CH:18]([CH3:20])[CH3:19])[CH2:16][CH2:17]4)=[CH:8][CH:9]=[C:5]3[C:3]([OH:4])=[O:2])[CH:27]=2)=[CH:32][CH:31]=1.[C:36]([OH:42])([C:38]([F:41])([F:40])[F:39])=[O:37], predict the reactants needed to synthesize it. The reactants are: C[O:2][C:3]([C:5]1[N:6]([CH2:22][C:23]2[CH:27]=[C:26]([C:28]3[S:29][C:30]([Cl:33])=[CH:31][CH:32]=3)[O:25][N:24]=2)[C:7]([C:10](=[O:21])[NH:11][CH:12]2[CH2:17][CH2:16][N:15]([CH:18]([CH3:20])[CH3:19])[CH2:14][CH2:13]2)=[CH:8][CH:9]=1)=[O:4].[Li+].[OH-].[C:36]([OH:42])([C:38]([F:41])([F:40])[F:39])=[O:37].